From a dataset of Forward reaction prediction with 1.9M reactions from USPTO patents (1976-2016). Predict the product of the given reaction. (1) Given the reactants [NH2:1][CH2:2][CH:3]([C:5]1[C:14]2[C:9](=[CH:10][CH:11]=[CH:12][CH:13]=2)[CH:8]=[CH:7][CH:6]=1)[OH:4].[CH3:15][C:16]([O:19][C:20](O[C:20]([O:19][C:16]([CH3:18])([CH3:17])[CH3:15])=[O:21])=[O:21])([CH3:18])[CH3:17], predict the reaction product. The product is: [OH:4][CH:3]([C:5]1[C:14]2[C:9](=[CH:10][CH:11]=[CH:12][CH:13]=2)[CH:8]=[CH:7][CH:6]=1)[CH2:2][NH:1][C:20](=[O:21])[O:19][C:16]([CH3:18])([CH3:17])[CH3:15]. (2) Given the reactants [C:1]1([CH3:11])[CH:6]=[CH:5][C:4]([C:7]([OH:10])([CH3:9])[CH3:8])=[CH:3][CH:2]=1.[Br:12]N1C(=O)CCC1=O.CCOC(C)=O.O, predict the reaction product. The product is: [Br:12][CH2:11][C:1]1[CH:2]=[CH:3][C:4]([C:7]([OH:10])([CH3:8])[CH3:9])=[CH:5][CH:6]=1.